Dataset: Full USPTO retrosynthesis dataset with 1.9M reactions from patents (1976-2016). Task: Predict the reactants needed to synthesize the given product. (1) Given the product [CH2:1]([C:5]1([CH2:26][CH2:25][CH2:24][CH:23]=[CH2:22])[CH2:13][C:12]2[C:7](=[CH:8][CH:9]=[C:10]([O:14][CH2:15][O:16][CH3:17])[CH:11]=2)[C:6]1=[O:18])[CH2:2][CH2:3][CH3:4], predict the reactants needed to synthesize it. The reactants are: [CH2:1]([CH:5]1[CH2:13][C:12]2[C:7](=[CH:8][CH:9]=[C:10]([O:14][CH2:15][O:16][CH3:17])[CH:11]=2)[C:6]1=[O:18])[CH2:2][CH2:3][CH3:4].[H-].[Na+].Br[CH2:22][CH2:23][CH2:24][CH:25]=[CH2:26]. (2) Given the product [Cl:15][C:11]1[C:12]([CH3:16])=[CH:13][C:9]2[C:7](=[CH:6][CH:5]=[C:4]([N+:1]([O-:3])=[O:2])[CH:10]=2)[N:8]=1, predict the reactants needed to synthesize it. The reactants are: [N+:1]([C:4]1[CH:10]=[CH:9][C:7]([NH2:8])=[CH:6][CH:5]=1)([O-:3])=[O:2].[C:11]([Cl:15])(=O)[CH2:12][CH3:13].[CH2:16](N(CC)CC)C.P(Cl)(Cl)(Cl)=O. (3) Given the product [CH2:14]([O:16][C:17]([C:18]1[N:19]([CH3:20])[C:2]2[CH:3]=[CH:4][N:5]=[CH:6][C:7]=2[C:8]=1[OH:10])=[O:21])[CH3:15], predict the reactants needed to synthesize it. The reactants are: Cl[C:2]1[C:7]([C:8]([O:10]CC)=O)=[CH:6][N:5]=[CH:4][CH:3]=1.Cl.[CH2:14]([O:16][C:17](=[O:21])[CH2:18][NH:19][CH3:20])[CH3:15].[H-].[Na+].C(=O)([O-])[O-].[K+].[K+]. (4) Given the product [C:15]([O:19][C:20](=[O:30])[NH:21][C:22]1[CH:27]=[C:26]([CH2:28][N:8]2[C:9]3[C:5](=[C:4]([N+:1]([O-:3])=[O:2])[CH:12]=[CH:11][CH:10]=3)[CH:6]=[CH:7]2)[CH:25]=[CH:24][N:23]=1)([CH3:18])([CH3:17])[CH3:16], predict the reactants needed to synthesize it. The reactants are: [N+:1]([C:4]1[CH:12]=[CH:11][CH:10]=[C:9]2[C:5]=1[CH:6]=[CH:7][NH:8]2)([O-:3])=[O:2].[H-].[Na+].[C:15]([O:19][C:20](=[O:30])[NH:21][C:22]1[CH:27]=[C:26]([CH2:28]Br)[CH:25]=[CH:24][N:23]=1)([CH3:18])([CH3:17])[CH3:16].O. (5) Given the product [N+:19]([C:22]1[CH:23]=[C:24]([CH:28]=[CH:29][CH:30]=1)[C:25]([NH:11][C:3]1[CH:2]=[CH:10][CH:9]=[CH:8][C:4]=1[C:5]([O:7][CH3:12])=[O:6])=[O:26])([O-:21])=[O:20], predict the reactants needed to synthesize it. The reactants are: C[C:2]1[C:3]([NH2:11])=[C:4]([CH:8]=[CH:9][CH:10]=1)[C:5]([OH:7])=[O:6].[CH3:12]CN(CC)CC.[N+:19]([C:22]1[CH:23]=[C:24]([CH:28]=[CH:29][CH:30]=1)[C:25](Cl)=[O:26])([O-:21])=[O:20]. (6) Given the product [Cl:1][C:2]1[CH:32]=[CH:31][C:5]([CH2:6][N:7]2[C:15]3[C:10](=[CH:11][C:12](/[CH:16]=[C:17]4/[C:18](=[O:30])[N:19]([CH2:23][C@@H:24]5[CH2:28][C@@H:27]([OH:29])[CH2:26][N:25]5[CH3:37])[C:20](=[O:22])[S:21]/4)=[CH:13][CH:14]=3)[CH:9]=[N:8]2)=[C:4]([C:33]([F:36])([F:35])[F:34])[CH:3]=1, predict the reactants needed to synthesize it. The reactants are: [Cl:1][C:2]1[CH:32]=[CH:31][C:5]([CH2:6][N:7]2[C:15]3[C:10](=[CH:11][C:12](/[CH:16]=[C:17]4/[C:18](=[O:30])[N:19]([CH2:23][C@@H:24]5[CH2:28][C@@H:27]([OH:29])[CH2:26][NH:25]5)[C:20](=[O:22])[S:21]/4)=[CH:13][CH:14]=3)[CH:9]=[N:8]2)=[C:4]([C:33]([F:36])([F:35])[F:34])[CH:3]=1.[CH2:37]=O. (7) Given the product [CH2:19]([O:23][C:24]1[CH:25]=[C:26](/[CH:27]=[C:3](\[CH2:2][CH3:1])/[C:4]([O:6][CH2:7][CH3:8])=[O:5])[CH:29]=[CH:30][C:31]=1[I:32])[CH2:20][CH2:21][CH3:22], predict the reactants needed to synthesize it. The reactants are: [CH3:1][CH2:2][CH:3](P(OCC)(OCC)=O)[C:4]([O:6][CH2:7][CH3:8])=[O:5].[H-].[Na+].[CH2:19]([O:23][C:24]1[CH:25]=[C:26]([CH:29]=[CH:30][C:31]=1[I:32])[CH:27]=O)[CH2:20][CH2:21][CH3:22].[Cl-].[NH4+].